Dataset: Forward reaction prediction with 1.9M reactions from USPTO patents (1976-2016). Task: Predict the product of the given reaction. (1) Given the reactants [CH2:1]([N:8]1[C:25]([NH2:26])=[N:24][C:23]2[N:13]([C@@H:14]3[O:22][C@H:19]([CH2:20][OH:21])[C@@H:17]([OH:18])[C@H:15]3[OH:16])[CH:12]=[N:11][C:10]=2[C:9]1=[O:27])[C:2]1[CH:7]=[CH:6][CH:5]=[CH:4][CH:3]=1.[SiH](C)(C)[CH3:29], predict the reaction product. The product is: [CH2:1]([N:8]1[C:25]([NH2:26])=[N:24][C:23]2[N:13]([C@@H:14]3[O:22][C@H:19]([CH2:20][OH:21])[C@@H:17]([OH:18])[C@H:15]3[O:16][CH3:29])[CH:12]=[N:11][C:10]=2[C:9]1=[O:27])[C:2]1[CH:3]=[CH:4][CH:5]=[CH:6][CH:7]=1. (2) Given the reactants Cl[C:2]1[CH:3]=[CH:4][C:5]2[C:11]3[N:12](CC4C=CC(OC)=CC=4OC)[C:13](=[O:19])[C:14]([C:16]([OH:18])=[O:17])=[CH:15][C:10]=3[CH2:9][CH2:8][O:7][C:6]=2[CH:31]=1.CC([O-])(C)C.[Na+].[NH:38]1[CH2:42][CH2:41][CH2:40][CH2:39]1.Cl, predict the reaction product. The product is: [O:19]=[C:13]1[NH:12][C:11]2[C:5]3[CH:4]=[CH:3][C:2]([N:38]4[CH2:42][CH2:41][CH2:40][CH2:39]4)=[CH:31][C:6]=3[O:7][CH2:8][CH2:9][C:10]=2[CH:15]=[C:14]1[C:16]([OH:18])=[O:17]. (3) Given the reactants Br[C:2]1[CH:22]=[CH:21][CH:20]=[CH:19][C:3]=1[CH2:4][N:5]1[C:13]2[C:8](=[CH:9][C:10]([C:14]([OH:16])=[O:15])=[CH:11][CH:12]=2)[C:7]([CH3:17])=[C:6]1[CH3:18].[CH2:23]([O:25][C:26]([C:28]1[CH:33]=[CH:32][C:31](B(O)O)=[CH:30][CH:29]=1)=[O:27])[CH3:24], predict the reaction product. The product is: [CH2:23]([O:25][C:26]([C:28]1[CH:33]=[CH:32][C:31]([C:2]2[CH:22]=[CH:21][CH:20]=[CH:19][C:3]=2[CH2:4][N:5]2[C:13]3[C:8](=[CH:9][C:10]([C:14]([OH:16])=[O:15])=[CH:11][CH:12]=3)[C:7]([CH3:17])=[C:6]2[CH3:18])=[CH:30][CH:29]=1)=[O:27])[CH3:24]. (4) Given the reactants [F:1][C:2]1[CH:7]=[C:6](B2OC(C)(C)C(C)(C)O2)[CH:5]=[CH:4][C:3]=1[C:17]1[N:18]=[CH:19][C:20]([NH2:23])=[N:21][CH:22]=1.Br[C:25]1[CH:30]=[CH:29][CH:28]=[CH:27][C:26]=1[S:31]([N:34]1[CH2:39][CH2:38][N:37]([C:40]([CH:42]2[CH2:44][CH2:43]2)=[O:41])[CH2:36][CH2:35]1)(=[O:33])=[O:32], predict the reaction product. The product is: [CH:42]1([C:40]([N:37]2[CH2:38][CH2:39][N:34]([S:31]([C:26]3[CH:27]=[CH:28][CH:29]=[CH:30][C:25]=3[C:6]3[CH:5]=[CH:4][C:3]([C:17]4[N:18]=[CH:19][C:20]([NH2:23])=[N:21][CH:22]=4)=[C:2]([F:1])[CH:7]=3)(=[O:33])=[O:32])[CH2:35][CH2:36]2)=[O:41])[CH2:43][CH2:44]1. (5) Given the reactants [Cl:1][C:2]1[CH:3]=[CH:4][C:5]([O:18][CH2:19][C:20]2[CH:25]=[CH:24][CH:23]=[CH:22][CH:21]=2)=[C:6]([CH2:8][N:9]2[C:13]([CH3:14])=[CH:12][C:11]([C:15]([NH2:17])=[O:16])=[N:10]2)[CH:7]=1.CO[C:28](OC)([N:30]([CH3:32])[CH3:31])[CH3:29], predict the reaction product. The product is: [Cl:1][C:2]1[CH:3]=[CH:4][C:5]([O:18][CH2:19][C:20]2[CH:21]=[CH:22][CH:23]=[CH:24][CH:25]=2)=[C:6]([CH2:8][N:9]2[C:13]([CH3:14])=[CH:12][C:11]([C:15](/[N:17]=[C:28](/[N:30]([CH3:32])[CH3:31])\[CH3:29])=[O:16])=[N:10]2)[CH:7]=1. (6) Given the reactants [F:1][C:2]1[CH:3]=[C:4]([CH:7]=[CH:8][C:9]=1[OH:10])[CH:5]=[O:6].[Si:11](Cl)([C:14]([CH3:17])([CH3:16])[CH3:15])([CH3:13])[CH3:12].C(N(CC)CC)C, predict the reaction product. The product is: [Si:11]([O:10][C:9]1[CH:8]=[CH:7][C:4]([CH:5]=[O:6])=[CH:3][C:2]=1[F:1])([C:14]([CH3:17])([CH3:16])[CH3:15])([CH3:13])[CH3:12].